This data is from Full USPTO retrosynthesis dataset with 1.9M reactions from patents (1976-2016). The task is: Predict the reactants needed to synthesize the given product. (1) Given the product [C:1]([C:4]1[CH:8]=[C:7]([CH3:9])[N:6]([CH2:10][CH2:11][O:12][C:13]([Cl:15])=[O:14])[N:5]=1)(=[O:3])[CH3:2], predict the reactants needed to synthesize it. The reactants are: [C:1]([C:4]1[CH:8]=[C:7]([CH3:9])[N:6]([CH2:10][CH2:11][OH:12])[N:5]=1)(=[O:3])[CH3:2].[C:13](Cl)([Cl:15])=[O:14]. (2) Given the product [Cl:10][C:11]1[CH:17]=[CH:16][C:14]([NH2:15])=[C:13]([C:2]2[CH:7]=[C:6]([Cl:8])[N:5]=[C:4]([CH3:9])[N:3]=2)[CH:12]=1, predict the reactants needed to synthesize it. The reactants are: Cl[C:2]1[CH:7]=[C:6]([Cl:8])[N:5]=[C:4]([CH3:9])[N:3]=1.[Cl:10][C:11]1[CH:17]=[CH:16][C:14]([NH2:15])=[C:13](B2OC(C)(C)C(C)(C)O2)[CH:12]=1.C(=O)([O-])[O-].[Na+].[Na+]. (3) Given the product [NH2:33][C:29]1[CH:28]=[C:27]([O:8][C:7]2[CH:6]=[CH:5][C:4]([NH:9][C:10]3[N:24]=[CH:23][C:22]([CH3:25])=[CH:21][C:11]=3[C:12]([NH:14][C:15]3[CH:20]=[CH:19][CH:18]=[CH:17][CH:16]=3)=[O:13])=[CH:3][C:2]=2[F:1])[CH:32]=[CH:31][N:30]=1, predict the reactants needed to synthesize it. The reactants are: [F:1][C:2]1[CH:3]=[C:4]([NH:9][C:10]2[N:24]=[CH:23][C:22]([CH3:25])=[CH:21][C:11]=2[C:12]([NH:14][C:15]2[CH:20]=[CH:19][CH:18]=[CH:17][CH:16]=2)=[O:13])[CH:5]=[CH:6][C:7]=1[OH:8].Cl[C:27]1[CH:32]=[CH:31][N:30]=[C:29]([NH2:33])[CH:28]=1.C(N(CC)CC)C. (4) Given the product [CH:1]1([C:4]([C:6]2[CH:11]=[C:10]([O:12][Si:16]([CH:23]([CH3:25])[CH3:24])([CH:20]([CH3:22])[CH3:21])[CH:17]([CH3:19])[CH3:18])[CH:9]=[C:8]([Cl:13])[C:7]=2[OH:14])=[O:5])[CH2:2][CH2:3]1, predict the reactants needed to synthesize it. The reactants are: [CH:1]1([C:4]([C:6]2[CH:11]=[C:10]([OH:12])[CH:9]=[C:8]([Cl:13])[C:7]=2[OH:14])=[O:5])[CH2:3][CH2:2]1.Cl[Si:16]([CH:23]([CH3:25])[CH3:24])([CH:20]([CH3:22])[CH3:21])[CH:17]([CH3:19])[CH3:18]. (5) Given the product [Br:13][C:14]1[CH:19]=[CH:18][CH:17]=[CH:16][C:15]=1[C:20]1[CH:21]=[C:22]([C:24]2[CH:25]=[CH:26][CH:27]=[CH:28][CH:29]=2)[N:12]=[C:4]([C:5]2[CH:10]=[CH:9][CH:8]=[CH:7][CH:6]=2)[N:11]=1, predict the reactants needed to synthesize it. The reactants are: [OH-].[K+].Cl.[C:4]([NH2:12])(=[NH:11])[C:5]1[CH:10]=[CH:9][CH:8]=[CH:7][CH:6]=1.[Br:13][C:14]1[CH:19]=[CH:18][CH:17]=[CH:16][C:15]=1[CH:20]=[CH:21][C:22]([C:24]1[CH:29]=[CH:28][CH:27]=[CH:26][CH:25]=1)=O. (6) Given the product [CH3:25][C:16]1[C:17]2[CH2:21][O:20][C:19](=[O:22])[C:18]=2[CH:23]=[CH:24][C:15]=1[C@@H:3]1[CH2:4][O:2]1, predict the reactants needed to synthesize it. The reactants are: [Cl-].[OH:2][C@H:3]([C:15]1[CH:24]=[CH:23][C:18]2[C:19](=[O:22])[O:20][CH2:21][C:17]=2[C:16]=1[CH3:25])[CH2:4]N1CC2(CCCC2)[NH2+]CC1.